From a dataset of Reaction yield outcomes from USPTO patents with 853,638 reactions. Predict the reaction yield, written as a fraction of the theoretical maximum amount of product (1.0 means a 100% yield; for example, 0.34 means a 34% yield). (1) The reactants are [Li][CH2:2]CCC.[Br:6][C:7]1[CH:8]=[CH:9][C:10]([F:15])=[C:11]([CH:14]=1)[CH:12]=O. The catalyst is [Br-].C[P+](C1C=CC=CC=1)(C1C=CC=CC=1)C1C=CC=CC=1.C1COCC1.CCCCCC.C(OCC)(=O)C. The product is [Br:6][C:7]1[CH:8]=[CH:9][C:10]([F:15])=[C:11]([CH:12]=[CH2:2])[CH:14]=1. The yield is 0.720. (2) The reactants are [NH:1]1[CH2:6][CH2:5][CH:4]([N:7]2[CH2:12][CH2:11][S:10][C:9]3[CH:13]=[CH:14][C:15]([NH:17][C:18]([C:20]4[S:21][CH:22]=[CH:23][CH:24]=4)=[NH:19])=[CH:16][C:8]2=3)[CH2:3][CH2:2]1.[ClH:25]. The catalyst is CO. The product is [ClH:25].[ClH:25].[NH:1]1[CH2:2][CH2:3][CH:4]([N:7]2[CH2:12][CH2:11][S:10][C:9]3[CH:13]=[CH:14][C:15]([NH:17][C:18]([C:20]4[S:21][CH:22]=[CH:23][CH:24]=4)=[NH:19])=[CH:16][C:8]2=3)[CH2:5][CH2:6]1. The yield is 1.00. (3) The reactants are [F:1][C:2]1[CH:3]=[CH:4][C:5]([OH:18])=[C:6]([C:8](=[O:17])[CH2:9][C:10]2[CH:15]=[CH:14][CH:13]=[C:12]([F:16])[CH:11]=2)[CH:7]=1.[C:19]([O-])(=O)[CH3:20].[Na+]. The catalyst is C(OC(=O)C)(=O)C. The product is [F:1][C:2]1[CH:7]=[C:6]2[C:5](=[CH:4][CH:3]=1)[O:18][C:19]([CH3:20])=[C:9]([C:10]1[CH:15]=[CH:14][CH:13]=[C:12]([F:16])[CH:11]=1)[C:8]2=[O:17]. The yield is 1.00. (4) The reactants are [CH3:1][O:2][CH2:3][O:4][C:5]1[CH:6]=[N:7][CH:8]=[CH:9][CH:10]=1.C([Li])(C)(C)C.[CH:16](=[O:18])[CH3:17]. The catalyst is C1COCC1.CCCCC. The product is [CH3:1][O:2][CH2:3][O:4][C:5]1[CH:6]=[N:7][CH:8]=[CH:9][C:10]=1[CH:16]([OH:18])[CH3:17]. The yield is 0.360. (5) The reactants are [Br:1][C:2]1[C:3]2[N:4]([C:9](=[O:12])[NH:10][N:11]=2)[CH:5]=[CH:6][C:7]=1[Cl:8].Cl[CH2:14][C:15]1[C:16]([CH3:25])=[N:17][C:18]([C:21]([F:24])([F:23])[F:22])=[CH:19][CH:20]=1.C(=O)([O-])[O-].[K+].[K+]. The catalyst is CN(C=O)C. The product is [Br:1][C:2]1[C:3]2[N:4]([C:9](=[O:12])[N:10]([CH2:14][C:15]3[C:16]([CH3:25])=[N:17][C:18]([C:21]([F:24])([F:22])[F:23])=[CH:19][CH:20]=3)[N:11]=2)[CH:5]=[CH:6][C:7]=1[Cl:8]. The yield is 0.870.